This data is from Reaction yield outcomes from USPTO patents with 853,638 reactions. The task is: Predict the reaction yield, written as a fraction of the theoretical maximum amount of product (1.0 means a 100% yield; for example, 0.34 means a 34% yield). (1) The reactants are [SH:1][C:2]1[CH:10]=[CH:9][C:5]([C:6]([OH:8])=[O:7])=[CH:4][CH:3]=1.[Br:11][CH2:12][CH2:13][CH2:14]Br.CCN(CC)CC. The yield is 0.700. The catalyst is CC#N.Cl. The product is [Br:11][CH2:12][CH2:13][CH2:14][S:1][C:2]1[CH:10]=[CH:9][C:5]([C:6]([OH:8])=[O:7])=[CH:4][CH:3]=1. (2) The reactants are [Cl-].O[NH3+:3].[C:4](=[O:7])([O-])[OH:5].[Na+].CS(C)=O.[CH:13]1([CH2:16][O:17][C:18]2[N:23]=[CH:22][C:21]([C:24]3[C:29](=[O:30])[N:28]([CH2:31][C:32]4[CH:37]=[CH:36][C:35]([C:38]5[C:39]([C:44]#[N:45])=[CH:40][CH:41]=[CH:42][CH:43]=5)=[CH:34][C:33]=4[F:46])[C:27]([CH2:47][CH2:48][CH3:49])=[N:26][C:25]=3[CH3:50])=[CH:20][CH:19]=2)[CH2:15][CH2:14]1. The catalyst is C(OCC)(=O)C. The product is [CH:13]1([CH2:16][O:17][C:18]2[N:23]=[CH:22][C:21]([C:24]3[C:29](=[O:30])[N:28]([CH2:31][C:32]4[CH:37]=[CH:36][C:35]([C:38]5[CH:43]=[CH:42][CH:41]=[CH:40][C:39]=5[C:44]5[NH:3][C:4](=[O:7])[O:5][N:45]=5)=[CH:34][C:33]=4[F:46])[C:27]([CH2:47][CH2:48][CH3:49])=[N:26][C:25]=3[CH3:50])=[CH:20][CH:19]=2)[CH2:15][CH2:14]1. The yield is 0.600. (3) The reactants are [NH2:1][C:2]1[C:7](Br)=[N:6][C:5]([Br:9])=[CH:4][N:3]=1.[NH:10]1[CH2:15][CH2:14][CH2:13][CH2:12][CH2:11]1. No catalyst specified. The product is [Br:9][C:5]1[N:6]=[C:7]([N:10]2[CH2:15][CH2:14][CH2:13][CH2:12][CH2:11]2)[C:2]([NH2:1])=[N:3][CH:4]=1. The yield is 0.970. (4) The reactants are Br[C:2]1[CH:7]=[CH:6][C:5]([C:8]2[CH:9]=[C:10]([C:20]([O:22]CC)=[O:21])[C:11]3[CH:16]=[N:15][N:14]([CH:17]([CH3:19])[CH3:18])[C:12]=3[N:13]=2)=[CH:4][CH:3]=1.CC1(C)C(C)(C)OB([C:33]2[CH:34]=[N:35][NH:36][CH:37]=2)O1.C(=O)([O-])[O-].[Na+].[Na+]. The catalyst is O1CCOCC1. The product is [CH3:19][CH:17]([N:14]1[C:12]2[N:13]=[C:8]([C:5]3[CH:6]=[CH:7][C:2]([C:33]4[CH:34]=[N:35][NH:36][CH:37]=4)=[CH:3][CH:4]=3)[CH:9]=[C:10]([C:20]([OH:22])=[O:21])[C:11]=2[CH:16]=[N:15]1)[CH3:18]. The yield is 0.350. (5) The reactants are [C:1](O)([C:3]([F:6])([F:5])[F:4])=O.C1C=CC(P(C2C=CC=CC=2)C2C=CC=CC=2)=CC=1.CCN(CC)CC.[CH3:34][O:35][C:36]([C:38]1[CH:39]=[C:40]([C:45]2[CH:50]=[CH:49][C:48]([CH3:51])=[CH:47][CH:46]=2)[CH:41]=[C:42]([NH2:44])[CH:43]=1)=[O:37].C(Cl)(Cl)(Cl)[Cl:53]. No catalyst specified. The product is [CH3:34][O:35][C:36]([C:38]1[CH:39]=[C:40]([C:45]2[CH:50]=[CH:49][C:48]([CH3:51])=[CH:47][CH:46]=2)[CH:41]=[C:42](/[N:44]=[C:1](\[Cl:53])/[C:3]([F:6])([F:5])[F:4])[CH:43]=1)=[O:37]. The yield is 0.600.